Dataset: Peptide-MHC class II binding affinity with 134,281 pairs from IEDB. Task: Regression. Given a peptide amino acid sequence and an MHC pseudo amino acid sequence, predict their binding affinity value. This is MHC class II binding data. (1) The peptide sequence is SGGNHMLLDGVSVVA. The MHC is DRB4_0101 with pseudo-sequence DRB4_0103. The binding affinity (normalized) is 0.233. (2) The peptide sequence is AFKVAATAANATPAN. The MHC is HLA-DPA10201-DPB11401 with pseudo-sequence HLA-DPA10201-DPB11401. The binding affinity (normalized) is 0.679. (3) The peptide sequence is EKKYFAAEQFEPLAA. The MHC is HLA-DPA10201-DPB10501 with pseudo-sequence HLA-DPA10201-DPB10501. The binding affinity (normalized) is 0.818. (4) The peptide sequence is FNQMIFVSSIFISFY. The MHC is DRB5_0101 with pseudo-sequence DRB5_0101. The binding affinity (normalized) is 0. (5) The peptide sequence is EFEPPHAATIRVLAL. The MHC is DRB5_0101 with pseudo-sequence DRB5_0101. The binding affinity (normalized) is 0.335. (6) The peptide sequence is VAIDRPAEVRKVCYN. The MHC is HLA-DQA10201-DQB10402 with pseudo-sequence HLA-DQA10201-DQB10402. The binding affinity (normalized) is 0.223. (7) The peptide sequence is DRVLDILEAVKLIRK. The MHC is DRB4_0101 with pseudo-sequence DRB4_0103. The binding affinity (normalized) is 0.413. (8) The MHC is DRB1_1501 with pseudo-sequence DRB1_1501. The peptide sequence is GELQIVTKIDAAFKI. The binding affinity (normalized) is 0.384.